From a dataset of Catalyst prediction with 721,799 reactions and 888 catalyst types from USPTO. Predict which catalyst facilitates the given reaction. (1) Reactant: [OH:1][C:2]1[CH:7]=[C:6]([O:8][CH2:9][CH2:10][O:11][CH3:12])[CH:5]=[CH:4][C:3]=1/[CH:13]=[CH:14]/[C:15]([O:17][CH2:18][CH3:19])=[O:16].[Cl:20][C:21]1[CH:28]=[C:27]([Cl:29])[CH:26]=[CH:25][C:22]=1[CH2:23]Cl.C(=O)([O-])[O-].[K+].[K+].O. Product: [Cl:20][C:21]1[CH:28]=[C:27]([Cl:29])[CH:26]=[CH:25][C:22]=1[CH2:23][O:1][C:2]1[CH:7]=[C:6]([O:8][CH2:9][CH2:10][O:11][CH3:12])[CH:5]=[CH:4][C:3]=1/[CH:13]=[CH:14]/[C:15]([O:17][CH2:18][CH3:19])=[O:16]. The catalyst class is: 9. (2) Reactant: O.[NH2:2][NH2:3].CS([C:8]1[CH:13]=[CH:12][C:11]([S:14]([CH3:17])(=[O:16])=[O:15])=[CH:10][N:9]=1)(=O)=O. Product: [NH:2]([C:8]1[CH:13]=[CH:12][C:11]([S:14]([CH3:17])(=[O:16])=[O:15])=[CH:10][N:9]=1)[NH2:3]. The catalyst class is: 8. (3) Reactant: [C:1]1([NH:7][C:8](=[O:28])[C:9]([OH:27])([C:23]([F:26])([F:25])[F:24])[CH2:10][C:11]([C:14]2[CH:19]=[C:18]([F:20])[CH:17]=[CH:16][C:15]=2[O:21][CH3:22])([CH3:13])[CH3:12])[CH:6]=[CH:5][CH:4]=[CH:3][CH:2]=1.F[B-](F)(F)F.[N:34]1(OC(N(C)C)=[N+](C)C)C2C=CC=CC=2N=N1.C(N(CC)CC)C.C1(N)C=CC=CC=1N. Product: [NH2:34][C:2]1[CH:3]=[CH:4][CH:5]=[CH:6][C:1]=1[NH:7][C:8](=[O:28])[C:9]([OH:27])([C:23]([F:25])([F:26])[F:24])[CH2:10][C:11]([C:14]1[CH:19]=[C:18]([F:20])[CH:17]=[CH:16][C:15]=1[O:21][CH3:22])([CH3:13])[CH3:12]. The catalyst class is: 3. (4) Reactant: [OH:1][CH2:2][C@@H:3]1[O:7][C:6](=[O:8])[NH:5][CH2:4]1.[N+:9]([C:12]1[CH:17]=[CH:16][CH:15]=[CH:14][C:13]=1[S:18](Cl)(=[O:20])=[O:19])([O-:11])=[O:10].O. Product: [O:8]=[C:6]1[NH:5][CH2:4][C@H:3]([CH2:2][O:1][S:18]([C:13]2[CH:14]=[CH:15][CH:16]=[CH:17][C:12]=2[N+:9]([O-:11])=[O:10])(=[O:19])=[O:20])[O:7]1. The catalyst class is: 17. (5) Reactant: [CH3:1][O:2][C:3]1[CH:4]=[CH:5][C:6]([C@H:9]2[CH2:11][C@@H:10]2[CH2:12][O:13][C:14]2[C:23]([CH:24]3[CH2:29][CH2:28][CH2:27][N:26](C(OC(C)(C)C)=O)[CH2:25]3)=[CH:22][C:21]3[C:16](=[CH:17][CH:18]=[CH:19][N:20]=3)[N:15]=2)=[N:7][CH:8]=1.C(O)(C(F)(F)F)=O.C(=O)(O)[O-].[Na+]. Product: [CH3:1][O:2][C:3]1[CH:4]=[CH:5][C:6]([C@H:9]2[CH2:11][C@@H:10]2[CH2:12][O:13][C:14]2[C:23]([CH:24]3[CH2:29][CH2:28][CH2:27][NH:26][CH2:25]3)=[CH:22][C:21]3[C:16](=[CH:17][CH:18]=[CH:19][N:20]=3)[N:15]=2)=[N:7][CH:8]=1. The catalyst class is: 2. (6) Reactant: Br[C:2]1[CH:7]=[CH:6][CH:5]=[C:4]([C:8]([F:11])([F:10])[F:9])[CH:3]=1.CC(C)([O-])C.[Na+].[NH2:18][C:19]1[C:27]2[C:22](=[C:23]([C:29]3[CH:30]=[C:31]4[C:36](=[CH:37][CH:38]=3)[N:35]=[C:34]([NH:39][CH3:40])[N:33]=[CH:32]4)[C:24]([CH3:28])=[CH:25][CH:26]=2)[N:21]([CH3:41])[N:20]=1.CC(C1C=C(C(C)C)C(C2C=CC=CC=2P(C2CCCCC2)C2CCCCC2)=C(C(C)C)C=1)C. Product: [CH3:41][N:21]1[C:22]2[C:27](=[CH:26][CH:25]=[C:24]([CH3:28])[C:23]=2[C:29]2[CH:30]=[C:31]3[C:36](=[CH:37][CH:38]=2)[N:35]=[C:34]([NH:39][CH3:40])[N:33]=[CH:32]3)[C:19]([NH:18][C:2]2[CH:7]=[CH:6][CH:5]=[C:4]([C:8]([F:11])([F:10])[F:9])[CH:3]=2)=[N:20]1. The catalyst class is: 101.